Dataset: CYP3A4 inhibition data for predicting drug metabolism from PubChem BioAssay. Task: Regression/Classification. Given a drug SMILES string, predict its absorption, distribution, metabolism, or excretion properties. Task type varies by dataset: regression for continuous measurements (e.g., permeability, clearance, half-life) or binary classification for categorical outcomes (e.g., BBB penetration, CYP inhibition). Dataset: cyp3a4_veith. The drug is c1ccc(CCSc2nccn2-c2ccccc2)cc1. The result is 1 (inhibitor).